Dataset: Reaction yield outcomes from USPTO patents with 853,638 reactions. Task: Predict the reaction yield, written as a fraction of the theoretical maximum amount of product (1.0 means a 100% yield; for example, 0.34 means a 34% yield). (1) The reactants are [C:1]1([CH:7]([C:13]2[CH:18]=[CH:17][CH:16]=[CH:15][CH:14]=2)[N:8]2[CH2:11][CH:10]([OH:12])[CH2:9]2)[CH:6]=[CH:5][CH:4]=[CH:3][CH:2]=1.[H-].[Na+].[Cl:21][C:22]1[CH:29]=[CH:28][C:25]([CH2:26]Cl)=[CH:24][CH:23]=1. The catalyst is CN(C=O)C. The product is [Cl:21][C:22]1[CH:29]=[CH:28][C:25]([CH2:26][O:12][CH:10]2[CH2:11][N:8]([CH:7]([C:1]3[CH:2]=[CH:3][CH:4]=[CH:5][CH:6]=3)[C:13]3[CH:14]=[CH:15][CH:16]=[CH:17][CH:18]=3)[CH2:9]2)=[CH:24][CH:23]=1. The yield is 0.800. (2) The reactants are [C:1]([C:3]1[CH:8]=[CH:7][C:6]([NH:9][C:10](=[O:18])[C:11]2[CH:16]=[CH:15][C:14]([CH3:17])=[CH:13][CH:12]=2)=[CH:5][CH:4]=1)#[CH:2].Br[C:20]1[CH:21]=[N:22][CH:23]=[C:24]([CH:37]=1)[C:25]([N:27]=[S@@:28]([CH3:36])(=[O:35])[C:29]1[CH:34]=[CH:33][CH:32]=[CH:31][CH:30]=1)=[O:26]. The product is [CH3:17][C:14]1[CH:15]=[CH:16][C:11]([C:10]([NH:9][C:6]2[CH:5]=[CH:4][C:3]([C:1]#[C:2][C:20]3[CH:21]=[N:22][CH:23]=[C:24]([CH:37]=3)[C:25]([N:27]=[S@@:28]([CH3:36])(=[O:35])[C:29]3[CH:34]=[CH:33][CH:32]=[CH:31][CH:30]=3)=[O:26])=[CH:8][CH:7]=2)=[O:18])=[CH:12][CH:13]=1. No catalyst specified. The yield is 0.810.